This data is from NCI-60 drug combinations with 297,098 pairs across 59 cell lines. The task is: Regression. Given two drug SMILES strings and cell line genomic features, predict the synergy score measuring deviation from expected non-interaction effect. Drug 1: CC1=C(N=C(N=C1N)C(CC(=O)N)NCC(C(=O)N)N)C(=O)NC(C(C2=CN=CN2)OC3C(C(C(C(O3)CO)O)O)OC4C(C(C(C(O4)CO)O)OC(=O)N)O)C(=O)NC(C)C(C(C)C(=O)NC(C(C)O)C(=O)NCCC5=NC(=CS5)C6=NC(=CS6)C(=O)NCCC[S+](C)C)O. Drug 2: CC12CCC3C(C1CCC2OP(=O)(O)O)CCC4=C3C=CC(=C4)OC(=O)N(CCCl)CCCl.[Na+]. Cell line: SF-539. Synergy scores: CSS=26.0, Synergy_ZIP=-3.18, Synergy_Bliss=1.48, Synergy_Loewe=-11.5, Synergy_HSA=1.92.